From a dataset of Buchwald-Hartwig C-N cross coupling reaction yields with 55,370 reactions. Predict the reaction yield, written as a fraction of the theoretical maximum amount of product (1.0 means a 100% yield; for example, 0.34 means a 34% yield). (1) The reactants are FC(F)(F)c1ccc(I)cc1.Cc1ccc(N)cc1.O=S(=O)(O[Pd]1c2ccccc2-c2ccccc2N~1)C(F)(F)F.CC(C)c1cc(C(C)C)c(-c2ccccc2P(C(C)(C)C)C(C)(C)C)c(C(C)C)c1.CN(C)C(=NC(C)(C)C)N(C)C.c1ccc(-c2cnoc2)cc1. No catalyst specified. The product is Cc1ccc(Nc2ccc(C(F)(F)F)cc2)cc1. The yield is 0.486. (2) The reactants are Brc1ccccn1.Cc1ccc(N)cc1.O=S(=O)(O[Pd]1c2ccccc2-c2ccccc2N~1)C(F)(F)F.COc1ccc(OC)c(P(C(C)(C)C)C(C)(C)C)c1-c1c(C(C)C)cc(C(C)C)cc1C(C)C.CN(C)C(=NC(C)(C)C)N(C)C.COC(=O)c1cc(-c2cccs2)on1. No catalyst specified. The product is Cc1ccc(Nc2ccccn2)cc1. The yield is 0.632. (3) The reactants are Clc1cccnc1.Cc1ccc(N)cc1.O=S(=O)(O[Pd]1c2ccccc2-c2ccccc2N~1)C(F)(F)F.CC(C)c1cc(C(C)C)c(-c2ccccc2P(C2CCCCC2)C2CCCCC2)c(C(C)C)c1.CN1CCCN2CCCN=C12.Fc1cccc(F)c1-c1ccno1. No catalyst specified. The product is Cc1ccc(Nc2cccnc2)cc1. The yield is 0.0334. (4) The reactants are COc1ccc(I)cc1.Cc1ccc(N)cc1.O=S(=O)(O[Pd]1c2ccccc2-c2ccccc2N~1)C(F)(F)F.COc1ccc(OC)c(P([C@]23C[C@H]4C[C@H](C[C@H](C4)C2)C3)[C@]23C[C@H]4C[C@H](C[C@H](C4)C2)C3)c1-c1c(C(C)C)cc(C(C)C)cc1C(C)C.CN1CCCN2CCCN=C12.Cc1ccon1. No catalyst specified. The product is COc1ccc(Nc2ccc(C)cc2)cc1. The yield is 0.533. (5) The reactants are CCc1ccc(I)cc1.Cc1ccc(N)cc1.O=S(=O)(O[Pd]1c2ccccc2-c2ccccc2N~1)C(F)(F)F.COc1ccc(OC)c(P([C@]23C[C@H]4C[C@H](C[C@H](C4)C2)C3)[C@]23C[C@H]4C[C@H](C[C@H](C4)C2)C3)c1-c1c(C(C)C)cc(C(C)C)cc1C(C)C.CCN=P(N=P(N(C)C)(N(C)C)N(C)C)(N(C)C)N(C)C.c1ccc(-c2ccon2)cc1. No catalyst specified. The product is CCc1ccc(Nc2ccc(C)cc2)cc1. The yield is 0.791. (6) The reactants are Clc1cccnc1.Cc1ccc(N)cc1.O=S(=O)(O[Pd]1c2ccccc2-c2ccccc2N~1)C(F)(F)F.COc1ccc(OC)c(P([C@]23C[C@H]4C[C@H](C[C@H](C4)C2)C3)[C@]23C[C@H]4C[C@H](C[C@H](C4)C2)C3)c1-c1c(C(C)C)cc(C(C)C)cc1C(C)C.CCN=P(N=P(N(C)C)(N(C)C)N(C)C)(N(C)C)N(C)C.CCOC(=O)c1cc(C)no1. No catalyst specified. The product is Cc1ccc(Nc2cccnc2)cc1. The yield is 0.0614. (7) The reactants are FC(F)(F)c1ccc(Cl)cc1.Cc1ccc(N)cc1.O=S(=O)(O[Pd]1c2ccccc2-c2ccccc2N~1)C(F)(F)F.COc1ccc(OC)c(P([C@]23C[C@H]4C[C@H](C[C@H](C4)C2)C3)[C@]23C[C@H]4C[C@H](C[C@H](C4)C2)C3)c1-c1c(C(C)C)cc(C(C)C)cc1C(C)C.CN(C)C(=NC(C)(C)C)N(C)C.c1ccc(-c2ccon2)cc1. No catalyst specified. The product is Cc1ccc(Nc2ccc(C(F)(F)F)cc2)cc1. The yield is 0.258. (8) The reactants are FC(F)(F)c1ccc(Cl)cc1.Cc1ccc(N)cc1.O=S(=O)(O[Pd]1c2ccccc2-c2ccccc2N~1)C(F)(F)F.CC(C)c1cc(C(C)C)c(-c2ccccc2P(C2CCCCC2)C2CCCCC2)c(C(C)C)c1.CN(C)C(=NC(C)(C)C)N(C)C.Cc1cc(C)on1. No catalyst specified. The product is Cc1ccc(Nc2ccc(C(F)(F)F)cc2)cc1. The yield is 0. (9) The reactants are Brc1ccccn1.Cc1ccc(N)cc1.O=S(=O)(O[Pd]1c2ccccc2-c2ccccc2N~1)C(F)(F)F.CC(C)c1cc(C(C)C)c(-c2ccccc2P(C2CCCCC2)C2CCCCC2)c(C(C)C)c1.CN1CCCN2CCCN=C12.c1ccc(-c2ccno2)cc1. No catalyst specified. The product is Cc1ccc(Nc2ccccn2)cc1. The yield is 0.427. (10) No catalyst specified. The reactants are Brc1ccccn1.Cc1ccc(N)cc1.O=S(=O)(O[Pd]1c2ccccc2-c2ccccc2N~1)C(F)(F)F.CC(C)c1cc(C(C)C)c(-c2ccccc2P(C(C)(C)C)C(C)(C)C)c(C(C)C)c1.CN1CCCN2CCCN=C12.Cc1ccno1. The product is Cc1ccc(Nc2ccccn2)cc1. The yield is 0.812.